Dataset: Catalyst prediction with 721,799 reactions and 888 catalyst types from USPTO. Task: Predict which catalyst facilitates the given reaction. Reactant: [CH3:1][O:2][C:3]1[CH:8]=[CH:7][C:6]([CH:9]=[C:10]([N+:13]([O-])=O)[CH2:11][CH3:12])=[CH:5][C:4]=1[O:16][CH3:17]. Product: [CH3:17][O:16][C:4]1[CH:5]=[C:6]([CH2:9][CH:10]([NH2:13])[CH2:11][CH3:12])[CH:7]=[CH:8][C:3]=1[O:2][CH3:1]. The catalyst class is: 19.